This data is from Serine/threonine kinase 33 screen with 319,792 compounds. The task is: Binary Classification. Given a drug SMILES string, predict its activity (active/inactive) in a high-throughput screening assay against a specified biological target. (1) The molecule is Clc1ccc(C(=O)C2CN(CCC2)Cc2cc(c(OC)cc2)Cn2nccc2)cc1. The result is 0 (inactive). (2) The drug is S(=O)(=O)(N1CCC(CC1)C(=O)N)c1cc2c3N(CC2)C(=O)CCc3c1. The result is 0 (inactive). (3) The drug is Clc1ccc(SCC(=O)Nc2cc(c3oc4c(n3)cccc4)ccc2OC)cc1. The result is 0 (inactive).